This data is from Catalyst prediction with 721,799 reactions and 888 catalyst types from USPTO. The task is: Predict which catalyst facilitates the given reaction. (1) Reactant: FC(F)(F)C([O-])=O.[Cl:8][CH2:9][CH2:10][CH2:11][CH2:12][CH2:13][CH2:14][O:15][CH2:16][CH2:17][O:18][CH2:19][CH2:20][NH3+:21].C(N(C(C)C)CC)(C)C. Product: [Cl:8][CH2:9][CH2:10][CH2:11][CH2:12][CH2:13][CH2:14][O:15][CH2:16][CH2:17][O:18][CH2:19][CH2:20][NH2:21]. The catalyst class is: 3. (2) Reactant: Cl.[CH3:2][O:3][C:4]([C@@H:6]1[CH2:10][CH2:9][CH2:8][C@@H:7]1[NH2:11])=[O:5].S([O-])([O-])(=O)=O.[Mg+2].C(N(CC)CC)C.[F:25][C:26]1[CH:33]=[CH:32][C:29]([CH:30]=O)=[CH:28][CH:27]=1.[BH4-].[Na+].C(=O)(O)[O-].[Na+]. Product: [CH3:2][O:3][C:4]([C@@H:6]1[CH2:10][CH2:9][CH2:8][C@@H:7]1[NH:11][CH2:30][C:29]1[CH:32]=[CH:33][C:26]([F:25])=[CH:27][CH:28]=1)=[O:5]. The catalyst class is: 7. (3) Reactant: [CH3:1][O:2][C:3]1[C:11]([CH3:12])=[C:10]2[C:6]([C:7](=[O:13])[O:8][CH2:9]2)=[C:5]([O:14][CH2:15][CH2:16][Si:17]([CH3:20])([CH3:19])[CH3:18])[C:4]=1[CH2:21][CH:22]=[O:23].[Li+].[BH4-]. Product: [OH:23][CH2:22][CH2:21][C:4]1[C:5]([O:14][CH2:15][CH2:16][Si:17]([CH3:20])([CH3:19])[CH3:18])=[C:6]2[C:10]([CH2:9][O:8][C:7]2=[O:13])=[C:11]([CH3:12])[C:3]=1[O:2][CH3:1]. The catalyst class is: 1. (4) Reactant: [Cl:1][C:2]1[CH:10]=[C:9]([O:11][CH2:12][CH2:13][O:14][CH3:15])[CH:8]=[C:7]([Cl:16])[C:3]=1[C:4]([OH:6])=O.Cl.[Br:18][C:19]1[CH:24]=[CH:23][C:22]([CH2:25][NH2:26])=[CH:21][CH:20]=1.C[NH3+].F[P-](F)(F)(F)(F)F.N1(OC(N(C)C)=[N+](C)C)C2N=CC=CC=2N=N1.F[P-](F)(F)(F)(F)F.C(N(CC)CC)C. Product: [Br:18][C:19]1[CH:24]=[CH:23][C:22]([CH2:25][NH:26][C:4](=[O:6])[C:3]2[C:7]([Cl:16])=[CH:8][C:9]([O:11][CH2:12][CH2:13][O:14][CH3:15])=[CH:10][C:2]=2[Cl:1])=[CH:21][CH:20]=1. The catalyst class is: 39. (5) Reactant: [CH3:1][O:2][C:3](=[O:31])[N:4]=[C:5]([S:29][CH3:30])[C:6]([C:20]1[CH:25]=[CH:24][C:23]([OH:26])=[C:22]([O:27][CH3:28])[CH:21]=1)=[N:7][C:8]1[CH:13]=[CH:12][C:11]([C:14]2[N:18]=[C:17]([CH3:19])[O:16][N:15]=2)=[CH:10][CH:9]=1.C(=O)([O-])[O-].[K+].[K+].I[CH2:39][CH3:40].O. Product: [CH3:1][O:2][C:3](=[O:31])[N:4]=[C:5]([S:29][CH3:30])[C:6]([C:20]1[CH:25]=[CH:24][C:23]([O:26][CH2:39][CH3:40])=[C:22]([O:27][CH3:28])[CH:21]=1)=[N:7][C:8]1[CH:13]=[CH:12][C:11]([C:14]2[N:18]=[C:17]([CH3:19])[O:16][N:15]=2)=[CH:10][CH:9]=1. The catalyst class is: 39. (6) Reactant: I[C:2]1[CH:7]=[CH:6][C:5]([C:8]2[O:9][C:10]([NH:13][CH3:14])=[N:11][N:12]=2)=[CH:4][CH:3]=1.[CH:15]1([NH:18][C:19](=[O:36])[C:20]2[CH:25]=[CH:24][C:23]([CH3:26])=[C:22](B3OC(C)(C)C(C)(C)O3)[CH:21]=2)[CH2:17][CH2:16]1.C(=O)([O-])[O-].[Na+].[Na+]. Product: [CH:15]1([NH:18][C:19]([C:20]2[CH:25]=[C:24]([C:2]3[CH:7]=[CH:6][C:5]([C:8]4[O:9][C:10]([NH:13][CH3:14])=[N:11][N:12]=4)=[CH:4][CH:3]=3)[C:23]([CH3:26])=[CH:22][CH:21]=2)=[O:36])[CH2:16][CH2:17]1. The catalyst class is: 104. (7) Reactant: CON(C)[C:4]([C:6]1[O:10][C:9]([C:11]2[CH:16]=[CH:15][C:14]([C:17]([F:20])([F:19])[F:18])=[CH:13][CH:12]=2)=[N:8][C:7]=1[CH3:21])=[O:5].[CH2:23]([Mg]Br)[CH3:24].CCOCC. Product: [CH3:21][C:7]1[N:8]=[C:9]([C:11]2[CH:12]=[CH:13][C:14]([C:17]([F:18])([F:19])[F:20])=[CH:15][CH:16]=2)[O:10][C:6]=1[C:4](=[O:5])[CH2:23][CH3:24]. The catalyst class is: 627. (8) Reactant: [CH3:1][C:2]1[N:7]=[C:6]([C:8]2[CH:9]=[C:10]([NH2:18])[CH:11]=[C:12]([C:14]([F:17])([F:16])[F:15])[CH:13]=2)[CH:5]=[CH:4][CH:3]=1.CCN(CC)CC.Cl[C:27](Cl)([O:29]C(=O)OC(Cl)(Cl)Cl)Cl.[NH2:38][C:39]1[CH:52]=[CH:51][C:42]([O:43][C:44]2[CH:49]=[C:48]([NH2:50])[N:47]=[CH:46][N:45]=2)=[CH:41][CH:40]=1. Product: [NH2:50][C:48]1[N:47]=[CH:46][N:45]=[C:44]([O:43][C:42]2[CH:51]=[CH:52][C:39]([NH:38][C:27]([NH:18][C:10]3[CH:11]=[C:12]([C:14]([F:17])([F:15])[F:16])[CH:13]=[C:8]([C:6]4[CH:5]=[CH:4][CH:3]=[C:2]([CH3:1])[N:7]=4)[CH:9]=3)=[O:29])=[CH:40][CH:41]=2)[CH:49]=1. The catalyst class is: 59. (9) Reactant: [CH:1]([C:7]1[NH:8][C:9]2[C:14]([CH:15]=1)=[CH:13][CH:12]=[CH:11][CH:10]=2)=[CH:2][CH2:3][CH2:4][CH2:5][CH3:6].[H][H]. Product: [CH2:1]([C:7]1[NH:8][C:9]2[C:14]([CH:15]=1)=[CH:13][CH:12]=[CH:11][CH:10]=2)[CH2:2][CH2:3][CH2:4][CH2:5][CH3:6]. The catalyst class is: 29. (10) Reactant: [C:1]([O:5][C:6](=[O:15])[NH:7][CH2:8][CH:9]1[CH2:14][CH2:13][NH:12][CH2:11][CH2:10]1)([CH3:4])([CH3:3])[CH3:2].CCN(CC)CC.[CH2:23]([S:25](Cl)(=[O:27])=[O:26])[CH3:24]. Product: [CH2:23]([S:25]([N:12]1[CH2:11][CH2:10][CH:9]([CH2:8][NH:7][C:6](=[O:15])[O:5][C:1]([CH3:4])([CH3:2])[CH3:3])[CH2:14][CH2:13]1)(=[O:27])=[O:26])[CH3:24]. The catalyst class is: 2.